The task is: Predict the product of the given reaction.. This data is from Forward reaction prediction with 1.9M reactions from USPTO patents (1976-2016). (1) Given the reactants Br[C:2]1[CH:7]=[CH:6][N:5]2[CH:8]=[C:9]([C:11]3[CH:16]=[CH:15][C:14]([O:17][CH3:18])=[CH:13][CH:12]=3)[N:10]=[C:4]2[CH:3]=1.Cl.[F:20][CH2:21][CH2:22][NH:23][CH3:24], predict the reaction product. The product is: [F:20][CH2:21][CH2:22][N:23]([C:2]1[CH:7]=[CH:6][N:5]2[CH:8]=[C:9]([C:11]3[CH:16]=[CH:15][C:14]([O:17][CH3:18])=[CH:13][CH:12]=3)[N:10]=[C:4]2[CH:3]=1)[CH3:24]. (2) The product is: [CH3:18][C:15]1[N:13]2[N:14]=[C:9]([NH2:8])[CH:10]=[CH:11][C:12]2=[N:17][CH:16]=1. Given the reactants COC1C=CC(C[NH:8][C:9]2[CH:10]=[CH:11][C:12]3[N:13]([C:15]([CH3:18])=[CH:16][N:17]=3)[N:14]=2)=CC=1.C(O)(C(F)(F)F)=O, predict the reaction product. (3) Given the reactants [Cl:1][C:2]1[CH:7]=[CH:6][N:5]2[C:8]([CH2:11][C:12]([F:15])([F:14])[F:13])=[CH:9][N:10]=[C:4]2[C:3]=1I.[C:17]([Zn]C#N)#[N:18], predict the reaction product. The product is: [Cl:1][C:2]1[CH:7]=[CH:6][N:5]2[C:8]([CH2:11][C:12]([F:15])([F:14])[F:13])=[CH:9][N:10]=[C:4]2[C:3]=1[C:17]#[N:18].